Dataset: Forward reaction prediction with 1.9M reactions from USPTO patents (1976-2016). Task: Predict the product of the given reaction. (1) Given the reactants [CH:1]1([S:4][C:5]2[CH:10]=[CH:9][C:8]([CH2:11][C:12]([OH:14])=[O:13])=[CH:7][CH:6]=2)[CH2:3][CH2:2]1.S(Cl)(Cl)=O.[CH2:19](O)[CH3:20], predict the reaction product. The product is: [CH2:19]([O:13][C:12](=[O:14])[CH2:11][C:8]1[CH:9]=[CH:10][C:5]([S:4][CH:1]2[CH2:2][CH2:3]2)=[CH:6][CH:7]=1)[CH3:20]. (2) Given the reactants C([N:8]1[CH2:12][CH2:11][C:10]([C:15]2[CH:20]=[CH:19][CH:18]=[C:17]([Cl:21])[C:16]=2[F:22])([O:13][CH3:14])[CH2:9]1)C1C=CC=CC=1.ClC(OC(Cl)C)=O, predict the reaction product. The product is: [Cl:21][C:17]1[C:16]([F:22])=[C:15]([C:10]2([O:13][CH3:14])[CH2:11][CH2:12][NH:8][CH2:9]2)[CH:20]=[CH:19][CH:18]=1.